From a dataset of NCI-60 drug combinations with 297,098 pairs across 59 cell lines. Regression. Given two drug SMILES strings and cell line genomic features, predict the synergy score measuring deviation from expected non-interaction effect. (1) Drug 1: C1CC(CCC1OC2=C(C(=CC=C2)Cl)F)(CC3=NC(=CC=C3)NC4=NC=CS4)C(=O)O. Drug 2: CN1C=C(C=N1)C2=C3N=C(C(=C(N3N=C2)N)Br)C4CCCNC4. Cell line: OVCAR3. Synergy scores: CSS=43.7, Synergy_ZIP=2.68, Synergy_Bliss=4.41, Synergy_Loewe=3.87, Synergy_HSA=6.64. (2) Cell line: ACHN. Synergy scores: CSS=26.6, Synergy_ZIP=-7.53, Synergy_Bliss=3.03, Synergy_Loewe=-0.0638, Synergy_HSA=6.34. Drug 1: CN1CCC(CC1)COC2=C(C=C3C(=C2)N=CN=C3NC4=C(C=C(C=C4)Br)F)OC. Drug 2: CC1=C2C(C(=O)C3(C(CC4C(C3C(C(C2(C)C)(CC1OC(=O)C(C(C5=CC=CC=C5)NC(=O)C6=CC=CC=C6)O)O)OC(=O)C7=CC=CC=C7)(CO4)OC(=O)C)O)C)OC(=O)C. (3) Drug 1: C1CN1P(=S)(N2CC2)N3CC3. Synergy scores: CSS=12.1, Synergy_ZIP=-2.86, Synergy_Bliss=3.06, Synergy_Loewe=-3.32, Synergy_HSA=2.96. Drug 2: CS(=O)(=O)OCCCCOS(=O)(=O)C. Cell line: OVCAR-8. (4) Drug 1: C1=CC(=CC=C1C#N)C(C2=CC=C(C=C2)C#N)N3C=NC=N3. Drug 2: CN(CC1=CN=C2C(=N1)C(=NC(=N2)N)N)C3=CC=C(C=C3)C(=O)NC(CCC(=O)O)C(=O)O. Cell line: SNB-75. Synergy scores: CSS=11.1, Synergy_ZIP=-5.81, Synergy_Bliss=-2.11, Synergy_Loewe=-15.7, Synergy_HSA=-0.0234.